From a dataset of Reaction yield outcomes from USPTO patents with 853,638 reactions. Predict the reaction yield, written as a fraction of the theoretical maximum amount of product (1.0 means a 100% yield; for example, 0.34 means a 34% yield). (1) The reactants are [OH:1][C:2]1([C:41]2[CH:59]=[CH:58][CH:57]=[CH:56][C:42]=2[CH2:43][CH2:44][O:45][CH2:46][CH2:47][CH2:48][C:49]([O:51]C(C)(C)C)=[O:50])[CH2:7][CH2:6][N:5]([C:8]([C@:10]2([O:31][C:32]3[CH:36]=[C:35]([C:37]([F:40])([F:39])[F:38])[S:34][CH:33]=3)[CH2:15][CH2:14][CH2:13][N:12]([C:16](=[O:27])[C:17]3[C:22]([C:23]([F:26])([F:25])[F:24])=[CH:21][CH:20]=[CH:19][N:18]=3)[C@@H:11]2[CH2:28][CH2:29][CH3:30])=[O:9])[CH2:4][CH2:3]1. The catalyst is C1(C)C=CC=CC=1. The product is [OH:1][C:2]1([C:41]2[CH:59]=[CH:58][CH:57]=[CH:56][C:42]=2[CH2:43][CH2:44][O:45][CH2:46][CH2:47][CH2:48][C:49]([OH:51])=[O:50])[CH2:3][CH2:4][N:5]([C:8]([C@:10]2([O:31][C:32]3[CH:36]=[C:35]([C:37]([F:40])([F:38])[F:39])[S:34][CH:33]=3)[CH2:15][CH2:14][CH2:13][N:12]([C:16](=[O:27])[C:17]3[C:22]([C:23]([F:24])([F:25])[F:26])=[CH:21][CH:20]=[CH:19][N:18]=3)[C@@H:11]2[CH2:28][CH2:29][CH3:30])=[O:9])[CH2:6][CH2:7]1. The yield is 0.700. (2) The reactants are [Br:1][C:2]1[CH:9]=[CH:8][C:5]([CH:6]=O)=[C:4]([O:10][CH:11]([C:13]#[CH:14])[CH3:12])[CH:3]=1.C1(P(C2C=CC=CC=2)(C2C=CC=CC=2)=[CH:22][CH:23]=[O:24])C=CC=CC=1. The catalyst is O1CCCC1. The product is [Br:1][C:2]1[CH:9]=[CH:8][C:5]([CH:6]=[CH:22][CH:23]=[O:24])=[C:4]([O:10][CH:11]([C:13]#[CH:14])[CH3:12])[CH:3]=1. The yield is 0.350. (3) The reactants are CCN(C(C)C)C(C)C.[C:10]1([C:23]2[CH:28]=[CH:27][CH:26]=[CH:25][CH:24]=2)[CH:15]=[CH:14][C:13]([C:16]([NH:18][CH2:19][C:20]([OH:22])=O)=[O:17])=[CH:12][CH:11]=1.C1C=CC2N(O)N=NC=2C=1.CCN=C=NCCCN(C)C.FC(F)(F)C(O)=O.NCC([N:61]1[CH2:66][CH2:65][N:64]([C:67](=[O:77])[C:68]2[CH:73]=[C:72]([O:74][CH3:75])[CH:71]=[CH:70][C:69]=2[Br:76])[CH:63]([CH3:78])[CH2:62]1)=O. The catalyst is CN(C=O)C.O. The product is [Br:76][C:69]1[CH:70]=[CH:71][C:72]([O:74][CH3:75])=[CH:73][C:68]=1[C:67]([N:64]1[CH2:65][CH2:66][N:61]([C:20](=[O:22])[CH2:19][NH:18][C:16]([C:13]2[CH:12]=[CH:11][C:10]([C:23]3[CH:28]=[CH:27][CH:26]=[CH:25][CH:24]=3)=[CH:15][CH:14]=2)=[O:17])[CH2:62][CH:63]1[CH3:78])=[O:77]. The yield is 0.933.